Dataset: Forward reaction prediction with 1.9M reactions from USPTO patents (1976-2016). Task: Predict the product of the given reaction. (1) Given the reactants [OH:1][C:2]1[CH:6]=[C:5]([C:7]([O:9][CH3:10])=[O:8])[N:4]([CH3:11])[N:3]=1.[F:12][C:13]([F:27])([F:26])[CH2:14]OS(C1C=CC(C)=CC=1)(=O)=O.C(=O)([O-])[O-].[K+].[K+].O, predict the reaction product. The product is: [CH3:11][N:4]1[C:5]([C:7]([O:9][CH3:10])=[O:8])=[CH:6][C:2]([O:1][CH2:14][C:13]([F:27])([F:26])[F:12])=[N:3]1. (2) The product is: [N:19]1[CH:24]=[CH:23][C:22]([C:25]2[N:12]=[C:3]3[N:4]([C:27](=[O:28])[CH:26]=2)[CH2:5][C:6]2[C:11](=[CH:10][CH:9]=[CH:8][CH:7]=2)[NH:2]3)=[CH:21][CH:20]=1. Given the reactants Br.[NH:2]1[C:11]2[C:6](=[CH:7][CH:8]=[CH:9][CH:10]=2)[CH2:5][N:4]=[C:3]1[NH2:12].C(=O)([O-])[O-].[K+].[K+].[N:19]1[CH:24]=[CH:23][C:22]([C:25](=O)[CH2:26][C:27](OCC)=[O:28])=[CH:21][CH:20]=1, predict the reaction product. (3) Given the reactants [CH:1]1([C@H:5]([NH:7][C:8]2[N:16]=[C:15]([C:17]#[N:18])[N:14]=[C:13]3[C:9]=2[N:10]([CH2:32][C:33]2[CH:38]=[CH:37][C:36]([C:39]([F:42])([F:41])[F:40])=[CH:35][CH:34]=2)[C:11]([N:19]([C@H:23]([C:25]2[CH:30]=[CH:29][CH:28]=[C:27]([F:31])[CH:26]=2)[CH3:24])[CH2:20][CH2:21][CH3:22])=[N:12]3)[CH3:6])[CH2:4][CH2:3][CH2:2]1.C1([C@H](NC2N=C(C(O)=O)N=C3C=2N(CC2C=CC(C(F)(F)F)=CC=2)C(N([C@H](C2C=CC=C(F)C=2)C)CCC)=N3)C)CCC1, predict the reaction product. The product is: [CH2:20]([N:19]([C@H:23]([C:25]1[CH:30]=[CH:29][CH:28]=[C:27]([F:31])[CH:26]=1)[CH3:24])[C:11]1[N:10]([CH2:32][C:33]2[CH:34]=[CH:35][C:36]([C:39]([F:42])([F:40])[F:41])=[CH:37][CH:38]=2)[C:9]2[C:13](=[N:14][C:15]([C:17]#[N:18])=[N:16][C:8]=2[NH:7][C@@H:5]([CH:1]2[CH2:4][CH2:3][CH2:2]2)[CH3:6])[N:12]=1)[CH:21]=[CH2:22]. (4) Given the reactants [Br:1][C:2]1[CH:3]=[C:4]([CH:7]=[CH:8][CH:9]=1)[CH2:5]Br.[NH:10]1[CH:14]=[N:13][CH:12]=[N:11]1.C(=O)([O-])[O-].[K+].[K+].C(OCC)(=O)C, predict the reaction product. The product is: [Br:1][C:2]1[CH:3]=[C:4]([CH:7]=[CH:8][CH:9]=1)[CH2:5][N:10]1[CH:14]=[N:13][CH:12]=[N:11]1. (5) The product is: [CH3:16][O:15][C:13](=[O:14])[CH2:12][O:10][C:5]1([C:3]#[CH:4])[CH2:9][CH2:8][CH2:7][CH2:6]1. Given the reactants [H-].[Na+].[C:3]([C:5]1([OH:10])[CH2:9][CH2:8][CH2:7][CH2:6]1)#[CH:4].Br[CH2:12][C:13]([O:15][CH3:16])=[O:14].Cl, predict the reaction product. (6) Given the reactants [CH3:1][O:2][C:3]1[N:8]([CH3:9])[C:7](=[O:10])[C:6]([CH2:11][CH2:12][OH:13])=[C:5]([CH3:14])[N:4]=1.C(N(CC)CC)C.[S:22](Cl)([CH3:25])(=[O:24])=[O:23], predict the reaction product. The product is: [CH3:1][O:2][C:3]1[N:8]([CH3:9])[C:7](=[O:10])[C:6]([CH2:11][CH2:12][O:13][S:22]([CH3:25])(=[O:24])=[O:23])=[C:5]([CH3:14])[N:4]=1. (7) Given the reactants CN(C(ON1N=NC2C=CC=NC1=2)=[N+](C)C)C.F[P-](F)(F)(F)(F)F.[CH3:25][NH:26][C:27]1[CH:28]=[CH:29][C:30]2[S:34][CH:33]=[N:32][C:31]=2[CH:35]=1.[C:36]([O:40][C:41]([NH:43][C@@H:44]([CH2:48][C:49]1[CH:54]=[C:53]([F:55])[CH:52]=[C:51]([F:56])[CH:50]=1)[C:45]([OH:47])=O)=[O:42])([CH3:39])([CH3:38])[CH3:37].CCN(C(C)C)C(C)C, predict the reaction product. The product is: [S:34]1[C:30]2[CH:29]=[CH:28][C:27]([N:26]([CH3:25])[C:45](=[O:47])[C@@H:44]([NH:43][C:41](=[O:42])[O:40][C:36]([CH3:37])([CH3:38])[CH3:39])[CH2:48][C:49]3[CH:54]=[C:53]([F:55])[CH:52]=[C:51]([F:56])[CH:50]=3)=[CH:35][C:31]=2[N:32]=[CH:33]1. (8) Given the reactants C(OC([N:8]1[CH2:13][CH2:12][N:11]([C:14]2[C:19]([Cl:20])=[N:18][CH:17]=[CH:16][N:15]=2)[CH2:10][CH2:9]1)=O)(C)(C)C.Cl.[OH-].[Na+], predict the reaction product. The product is: [Cl:20][C:19]1[C:14]([N:11]2[CH2:10][CH2:9][NH:8][CH2:13][CH2:12]2)=[N:15][CH:16]=[CH:17][N:18]=1. (9) Given the reactants [NH2:1][C:2]1([C:8]([O:10][CH3:11])=[O:9])[CH2:7][CH2:6][O:5][CH2:4][CH2:3]1.CCN(CC)CC.[Cl:19][C:20]1[C:29]2[C:24](=[CH:25][CH:26]=[C:27]([S:30](Cl)(=[O:32])=[O:31])[CH:28]=2)[C:23]([Cl:34])=[CH:22][N:21]=1, predict the reaction product. The product is: [Cl:19][C:20]1[C:29]2[C:24](=[CH:25][CH:26]=[C:27]([S:30]([NH:1][C:2]3([C:8]([O:10][CH3:11])=[O:9])[CH2:3][CH2:4][O:5][CH2:6][CH2:7]3)(=[O:32])=[O:31])[CH:28]=2)[C:23]([Cl:34])=[CH:22][N:21]=1. (10) Given the reactants [N:1]1[CH:6]=[C:5]([C@@H:7]2[CH2:12][CH2:11][CH2:10][N:8]2[CH3:9])[CH:4]=[CH:3][CH:2]=1.[Br:13][CH2:14][CH2:15][CH2:16][CH2:17][CH2:18][CH:19]=[C:20]([CH3:22])[CH3:21], predict the reaction product. The product is: [BrH:13].[Br-:13].[CH3:21][C:20]([CH3:22])=[CH:19][CH2:18][CH2:17][CH2:16][CH2:15][CH2:14][N+:1]1[CH:2]=[CH:3][CH:4]=[C:5]([C@@H:7]2[CH2:12][CH2:11][CH2:10][N:8]2[CH3:9])[CH:6]=1.